From a dataset of Full USPTO retrosynthesis dataset with 1.9M reactions from patents (1976-2016). Predict the reactants needed to synthesize the given product. Given the product [CH3:23][O:20][C:19]([C@H:16]1[CH2:15][CH2:14][C@H:13]([CH2:12][N:4]2[C:5]3[NH:6][C:7](=[O:11])[CH:8]=[CH:9][C:10]=3[N:2]([CH3:1])[C:3]2=[O:22])[CH2:18][CH2:17]1)=[O:21], predict the reactants needed to synthesize it. The reactants are: [CH3:1][N:2]1[C:10]2[CH:9]=[CH:8][C:7](=[O:11])[NH:6][C:5]=2[N:4]([CH2:12][C@H:13]2[CH2:18][CH2:17][C@H:16]([C:19]([OH:21])=[O:20])[CH2:15][CH2:14]2)[C:3]1=[O:22].[CH3:23]O.